This data is from Forward reaction prediction with 1.9M reactions from USPTO patents (1976-2016). The task is: Predict the product of the given reaction. Given the reactants C[C:2]1(C)[C:14]2[CH:13]=[C:12]([NH:15][C:16]3[CH:21]=[CH:20][CH:19]=[CH:18][C:17]=3Br)[CH:11]=C[C:9]=2[C:8]2[C:3]1=[CH:4][CH:5]=[CH:6][CH:7]=2.[C:24]([O-])(=O)[CH3:25].[K+].[CH3:29]N(C=O)C.O, predict the reaction product. The product is: [CH3:29][C:24]1([CH3:25])[C:11]2[C:12]([N:15]=[C:16]3[C:21]=2[CH:20]=[CH:19][CH:18]=[CH:17]3)=[CH:13][C:14]2[CH:2]=[C:3]3[C:8]([C:9]1=2)=[CH:7][CH2:6][CH:5]=[CH:4]3.